This data is from Forward reaction prediction with 1.9M reactions from USPTO patents (1976-2016). The task is: Predict the product of the given reaction. (1) Given the reactants Br[C:2]1[CH:3]=[C:4]([CH:7]=[CH:8][C:9]=1[O:10][CH3:11])[C:5]#[N:6].C([Mg]Cl)(C)C.[B:17](OC)([O:20]C)[O:18]C, predict the reaction product. The product is: [C:5]([C:4]1[CH:7]=[CH:8][C:9]([O:10][CH3:11])=[C:2]([B:17]([OH:20])[OH:18])[CH:3]=1)#[N:6]. (2) Given the reactants [I:1][C:2]1[CH:17]=[CH:16][C:5]2[NH:6][C:7]([CH2:12][C:13](O)=[O:14])=[N:8][S:9](=[O:11])(=[O:10])[C:4]=2[CH:3]=1.C([O:21][C:22]([C:24]1[N:25]([NH:29][CH2:30][C:31]2[CH:36]=[CH:35][C:34]([F:37])=[CH:33][CH:32]=2)[CH:26]=[CH:27][CH:28]=1)=O)C=C.[O-]CC.[Na+].C(O)C, predict the reaction product. The product is: [F:37][C:34]1[CH:33]=[CH:32][C:31]([CH2:30][N:29]2[C:13](=[O:14])[C:12]([C:7]3[NH:6][C:5]4[CH:16]=[CH:17][C:2]([I:1])=[CH:3][C:4]=4[S:9](=[O:11])(=[O:10])[N:8]=3)=[C:22]([OH:21])[C:24]3=[CH:28][CH:27]=[CH:26][N:25]23)=[CH:36][CH:35]=1. (3) The product is: [Cl:1][C:2]1[CH:7]=[CH:6][CH:5]=[C:4]([Cl:8])[C:3]=1[C:18]1[CH:17]=[CH:16][CH:15]=[C:14]([O:13][CH3:12])[C:19]=1[O:20][CH3:21]. Given the reactants [Cl:1][C:2]1[CH:7]=[CH:6][CH:5]=[C:4]([Cl:8])[C:3]=1Br.[OH-].[Na+].[CH3:12][O:13][C:14]1[C:19]([O:20][CH3:21])=[CH:18][CH:17]=[CH:16][C:15]=1B(O)O, predict the reaction product. (4) Given the reactants C1(C2C=CC=CC=2)C=CC(C[C@H]2N(C[C:14]3[CH:19]=[CH:18][C:17](OC)=[CH:16][CH:15]=3)C(=O)CC2)=CC=1.C([N:31]([CH2:34][CH3:35])CC)C.C(O[C:44]([O:46][C:47]([CH3:50])([CH3:49])[CH3:48])=[O:45])(OC(C)(C)C)=O.[Mg+2].[Cl-].[Cl-].C(Cl)(=O)[C:55]1[CH:60]=[CH:59][CH:58]=[CH:57][CH:56]=1.OP(O)(O)=O.[C:68](=[O:71])([O-])[O-:69].[K+].[K+].CN1[CH:79]=[CH:78]N=C1.[CH2:80]=O.O.[OH-].[Li+], predict the reaction product. The product is: [C:14]1([C:55]2[CH:56]=[CH:57][CH:58]=[CH:59][CH:60]=2)[CH:19]=[CH:18][C:17]([CH2:80][C@@H:34]([NH:31][C:44]([O:46][C:47]([CH3:48])([CH3:49])[CH3:50])=[O:45])[CH2:35][C:78](=[CH2:79])[C:68]([OH:69])=[O:71])=[CH:16][CH:15]=1. (5) Given the reactants [CH2:1]([O:8][C:9](=[O:37])[NH:10][C@H:11]([C:15]1[CH:20]=[C:19]([C:21]2[N:25]([CH2:26][O:27][CH2:28][CH2:29][Si:30]([CH3:33])([CH3:32])[CH3:31])[N:24]=[CH:23][C:22]=2[N+:34]([O-])=O)[CH:18]=[CH:17][N:16]=1)[CH2:12][CH:13]=[CH2:14])[C:2]1[CH:7]=[CH:6][CH:5]=[CH:4][CH:3]=1.CC(O)=O.C([O-])([O-])=O.[K+].[K+].O, predict the reaction product. The product is: [CH2:1]([O:8][C:9](=[O:37])[NH:10][C@H:11]([C:15]1[CH:20]=[C:19]([C:21]2[N:25]([CH2:26][O:27][CH2:28][CH2:29][Si:30]([CH3:31])([CH3:33])[CH3:32])[N:24]=[CH:23][C:22]=2[NH2:34])[CH:18]=[CH:17][N:16]=1)[CH2:12][CH:13]=[CH2:14])[C:2]1[CH:7]=[CH:6][CH:5]=[CH:4][CH:3]=1. (6) The product is: [CH3:1][C:2]1[CH:7]=[C:6]([S:8][CH:9]([C:11]2[CH:12]=[C:13]([C:17]3[CH:22]=[CH:21][C:20]([C:23]([F:24])([F:25])[F:26])=[CH:19][CH:18]=3)[CH:14]=[CH:15][CH:16]=2)[CH3:10])[CH:5]=[CH:4][C:3]=1[O:27][CH2:28][C:29]([OH:31])=[O:30]. Given the reactants [CH3:1][C:2]1[CH:7]=[C:6]([S:8][CH:9]([C:11]2[CH:12]=[C:13]([C:17]3[CH:22]=[CH:21][C:20]([C:23]([F:26])([F:25])[F:24])=[CH:19][CH:18]=3)[CH:14]=[CH:15][CH:16]=2)[CH3:10])[CH:5]=[CH:4][C:3]=1[O:27][CH2:28][C:29]([O:31]CC)=[O:30].[OH-].[Na+], predict the reaction product. (7) Given the reactants [Cl:1][C:2]1[CH:3]=[C:4]([CH:7]=[CH:8][CH:9]=1)[CH:5]=O.[C:10]([O:16][CH3:17])(=[O:15])[CH2:11][C:12]([CH3:14])=O.[CH3:18][C:19]1(C)[O:24]C(=O)CC(=O)O1.C([O-])(=O)C.[NH4+:32], predict the reaction product. The product is: [Cl:1][C:2]1[CH:3]=[C:4]([CH:5]2[CH2:18][C:19](=[O:24])[NH:32][C:12]([CH3:14])=[C:11]2[C:10]([O:16][CH3:17])=[O:15])[CH:7]=[CH:8][CH:9]=1. (8) Given the reactants Br[CH2:2][CH2:3][CH2:4][CH2:5][CH2:6][CH2:7][C:8]1([CH2:18][CH3:19])[C:16]2[C:11](=[CH:12][CH:13]=[CH:14][CH:15]=2)[NH:10][C:9]1=[O:17].[Cl:20][C:21]1[CH:22]=[C:23]([N:27]2[CH2:32][CH2:31][NH:30][CH2:29][CH2:28]2)[CH:24]=[CH:25][CH:26]=1, predict the reaction product. The product is: [ClH:20].[Cl:20][C:21]1[CH:22]=[C:23]([N:27]2[CH2:32][CH2:31][N:30]([CH2:2][CH2:3][CH2:4][CH2:5][CH2:6][CH2:7][C:8]3([CH2:18][CH3:19])[C:16]4[C:11](=[CH:12][CH:13]=[CH:14][CH:15]=4)[NH:10][C:9]3=[O:17])[CH2:29][CH2:28]2)[CH:24]=[CH:25][CH:26]=1.